From a dataset of Catalyst prediction with 721,799 reactions and 888 catalyst types from USPTO. Predict which catalyst facilitates the given reaction. (1) Reactant: [CH:1]([C:4]1[C:12]2[C:7](=[CH:8][CH:9]=[C:10]([O:13][C:14]3[C:19]([CH3:20])=[CH:18][C:17]([NH:21][CH2:22][C:23]([O:25]CC)=[O:24])=[CH:16][C:15]=3[CH3:28])[CH:11]=2)[NH:6][CH:5]=1)([CH3:3])[CH3:2].Cl. Product: [CH:1]([C:4]1[C:12]2[C:7](=[CH:8][CH:9]=[C:10]([O:13][C:14]3[C:19]([CH3:20])=[CH:18][C:17]([NH:21][CH2:22][C:23]([OH:25])=[O:24])=[CH:16][C:15]=3[CH3:28])[CH:11]=2)[NH:6][CH:5]=1)([CH3:3])[CH3:2]. The catalyst class is: 758. (2) Reactant: Br[CH2:2][C:3]1[CH:8]=[CH:7][C:6]([N+:9]([O-])=O)=[CH:5][C:4]=1[CH2:12]Br.C[Si](C)(C)CCOC[N:20]1[C:24]2=[N:25][CH:26]=[CH:27][CH:28]=[C:23]2[CH2:22][C:21]1=[O:29].C(=O)([O-])[O-].[Cs+].[Cs+].C(O)(=O)C. Product: [NH2:9][C:6]1[CH:5]=[C:4]2[C:3](=[CH:8][CH:7]=1)[CH2:2][C:22]1([C:23]3[C:24](=[N:25][CH:26]=[CH:27][CH:28]=3)[NH:20][C:21]1=[O:29])[CH2:12]2. The catalyst class is: 3. (3) Reactant: [F:1][C:2]1[CH:3]=[C:4]([CH:7]=[CH:8][C:9]=1[C:10]([F:13])([F:12])[F:11])[CH:5]=O.[C:14]([OH:20])(=[O:19])[CH2:15]C(O)=O.C([O-])(=O)C.[NH4+:25].CCO. Product: [NH2:25][CH:5]([C:4]1[CH:7]=[CH:8][C:9]([C:10]([F:13])([F:12])[F:11])=[C:2]([F:1])[CH:3]=1)[CH2:15][C:14]([OH:20])=[O:19]. The catalyst class is: 28. (4) Reactant: [CH2:1]([N:3]([CH2:7][CH3:8])[CH2:4][CH2:5][NH2:6])[CH3:2].S=[C:10]1[CH2:14][S:13][C:12](=[O:15])[NH:11]1.[CH:16]([C:18]1[CH:36]=[CH:35][C:21]([O:22][C:23]2[CH:30]=[CH:29][C:26]([C:27]#[N:28])=[CH:25][C:24]=2[C:31]([F:34])([F:33])[F:32])=[C:20]([O:37][CH3:38])[CH:19]=1)=O.CC(C)([O-])C.[K+].[Cl-].[NH4+]. Product: [CH2:1]([N:3]([CH2:7][CH3:8])[CH2:4][CH2:5][NH:6][C:10]1=[N:11][C:12](=[O:15])[S:13]/[C:14]/1=[CH:16]\[C:18]1[CH:36]=[CH:35][C:21]([O:22][C:23]2[CH:30]=[CH:29][C:26]([C:27]#[N:28])=[CH:25][C:24]=2[C:31]([F:32])([F:33])[F:34])=[C:20]([O:37][CH3:38])[CH:19]=1)[CH3:2]. The catalyst class is: 8.